Predict the product of the given reaction. From a dataset of Forward reaction prediction with 1.9M reactions from USPTO patents (1976-2016). (1) Given the reactants [C:1]1([C:7]2[CH:12]=[CH:11][C:10]([C:13]([OH:15])=O)=[CH:9][N:8]=2)[CH:6]=[CH:5][CH:4]=[CH:3][CH:2]=1.Cl.CN(C)CCCN=C=NCC.ON1C2C=CC=CC=2N=N1.[F:38][C:39]([F:49])([F:48])[CH2:40][N:41]1[CH2:46][CH2:45][CH:44]([NH2:47])[CH2:43][CH2:42]1.CN1CCOCC1, predict the reaction product. The product is: [C:1]1([C:7]2[CH:12]=[CH:11][C:10]([C:13]([NH:47][CH:44]3[CH2:45][CH2:46][N:41]([CH2:40][C:39]([F:49])([F:38])[F:48])[CH2:42][CH2:43]3)=[O:15])=[CH:9][N:8]=2)[CH:2]=[CH:3][CH:4]=[CH:5][CH:6]=1. (2) Given the reactants CC(C)(C)[C@H](NC(=O)[C@@H](NC)C)C(N1[C@H](C(=O)N[C@H]2C3C(=CC=CC=3)CCC2)C[C@H](NC(C2C=CC(CNC3C=CC(C[C@H](NC(=O)[C@@H](NC)C)C(N4[C@H](C(N[C@H]5C6C(=CC=CC=6)CCC5)=O)CC5C(=CC=CC=5)C4)=O)=CC=3)=CC=2)=O)C1)=O.[C:84]([O:88][C:89]([N:91]([CH3:143])[C@@H:92]([CH3:142])[C:93]([NH:95][C@H:96]([C:117](=[O:141])[N:118]1[C@H:127]([C:128](=[O:140])[NH:129][C@H:130]2[C:139]3[C:134](=[CH:135][CH:136]=[CH:137][CH:138]=3)[CH2:133][CH2:132][CH2:131]2)[CH2:126][C:125]2[C:120](=[CH:121][CH:122]=[CH:123][CH:124]=2)[CH2:119]1)[CH2:97][C:98]1[CH:103]=[CH:102][C:101]([N:104]([CH2:106][C:107]2[CH:116]=[CH:115][C:110]([C:111]([O:113]C)=[O:112])=[CH:109][CH:108]=2)[CH3:105])=[CH:100][CH:99]=1)=[O:94])=[O:90])([CH3:87])([CH3:86])[CH3:85], predict the reaction product. The product is: [C:84]([O:88][C:89]([N:91]([CH3:143])[C@@H:92]([CH3:142])[C:93]([NH:95][C@H:96]([C:117](=[O:141])[N:118]1[C@H:127]([C:128](=[O:140])[NH:129][C@H:130]2[C:139]3[C:134](=[CH:135][CH:136]=[CH:137][CH:138]=3)[CH2:133][CH2:132][CH2:131]2)[CH2:126][C:125]2[C:120](=[CH:121][CH:122]=[CH:123][CH:124]=2)[CH2:119]1)[CH2:97][C:98]1[CH:99]=[CH:100][C:101]([N:104]([CH2:106][C:107]2[CH:116]=[CH:115][C:110]([C:111]([OH:113])=[O:112])=[CH:109][CH:108]=2)[CH3:105])=[CH:102][CH:103]=1)=[O:94])=[O:90])([CH3:86])([CH3:87])[CH3:85]. (3) The product is: [CH3:1][O:2][CH2:3][CH2:4][O:5][C:6]([NH:9][C@H:10]([C:14]([OH:16])=[O:15])[CH:11]([CH3:13])[CH3:12])=[O:7]. Given the reactants [CH3:1][O:2][CH2:3][CH2:4][O:5][C:6](Cl)=[O:7].[NH2:9][C@H:10]([C:14]([OH:16])=[O:15])[CH:11]([CH3:13])[CH3:12], predict the reaction product. (4) Given the reactants O[CH2:2][C@H:3]([NH:8][C:9]([C:22]1[CH:27]=[CH:26][CH:25]=[CH:24][CH:23]=1)([C:16]1[CH:21]=[CH:20][CH:19]=[CH:18][CH:17]=1)[C:10]1[CH:15]=[CH:14][CH:13]=[CH:12][CH:11]=1)[C:4]([O:6][CH3:7])=[O:5].C(N(CC)CC)C.CN(C1C=CC=CN=1)C.CS(Cl)(=O)=O, predict the reaction product. The product is: [C:9]([N@:8]1[CH2:2][CH:3]1[C:4]([O:6][CH3:7])=[O:5])([C:10]1[CH:11]=[CH:12][CH:13]=[CH:14][CH:15]=1)([C:22]1[CH:27]=[CH:26][CH:25]=[CH:24][CH:23]=1)[C:16]1[CH:17]=[CH:18][CH:19]=[CH:20][CH:21]=1. (5) Given the reactants Cl[C:2]1[N:6]([CH2:7][CH2:8][CH2:9][C:10]([O:12][CH2:13][CH3:14])=[O:11])[C:5]2[C:15]([CH:20]([CH2:23][CH3:24])[CH2:21][CH3:22])=[CH:16][CH:17]=[C:18]([Cl:19])[C:4]=2[N:3]=1.[CH3:25][C:26]1[C:30]([NH2:31])=[C:29]([CH3:32])[O:28][N:27]=1.O.C1(C)C=CC(S(O)(=O)=O)=CC=1, predict the reaction product. The product is: [Cl:19][C:18]1[C:4]2[N:3]=[C:2]([NH:31][C:30]3[C:26]([CH3:25])=[N:27][O:28][C:29]=3[CH3:32])[N:6]([CH2:7][CH2:8][CH2:9][C:10]([O:12][CH2:13][CH3:14])=[O:11])[C:5]=2[C:15]([CH:20]([CH2:23][CH3:24])[CH2:21][CH3:22])=[CH:16][CH:17]=1.